Dataset: Catalyst prediction with 721,799 reactions and 888 catalyst types from USPTO. Task: Predict which catalyst facilitates the given reaction. (1) Reactant: [NH2:1][CH:2]1[CH2:7][CH2:6][O:5][CH2:4][CH2:3]1.[CH:8]1([NH:11][C:12](=[O:36])[C:13]2[CH:18]=[CH:17][C:16]([CH3:19])=[C:15]([C:20]3[C:33](=[O:34])[N:32]([CH3:35])[C:23]4[N:24]=[C:25](S(C)(=O)=O)[N:26]=[CH:27][C:22]=4[CH:21]=3)[CH:14]=2)[CH2:10][CH2:9]1.CO. Product: [CH:8]1([NH:11][C:12](=[O:36])[C:13]2[CH:18]=[CH:17][C:16]([CH3:19])=[C:15]([C:20]3[C:33](=[O:34])[N:32]([CH3:35])[C:23]4[N:24]=[C:25]([NH:1][CH:2]5[CH2:7][CH2:6][O:5][CH2:4][CH2:3]5)[N:26]=[CH:27][C:22]=4[CH:21]=3)[CH:14]=2)[CH2:10][CH2:9]1. The catalyst class is: 1. (2) Reactant: [NH:1]1[C:9]2[C:4](=[CH:5][C:6]([C:10]([OH:12])=[O:11])=[CH:7][CH:8]=2)[CH:3]=[N:2]1.Cl[CH:14]1[CH2:19][CH2:18][O:17][CH2:16][CH2:15]1.[C:20]([O-:23])([O-])=O.[Cs+].[Cs+].O. Product: [O:17]1[CH2:18][CH2:19][CH:14]([N:1]2[C:9]3[C:4](=[CH:5][C:6]([C:10]([O:12][CH:4]4[CH2:3][CH2:20][O:23][CH2:6][CH2:5]4)=[O:11])=[CH:7][CH:8]=3)[CH:3]=[N:2]2)[CH2:15][CH2:16]1. The catalyst class is: 37. (3) Reactant: C([C:4]1[CH:13]=[C:12]([C:14]([O:16][CH3:17])=[O:15])[C:11]2[C:6](=[CH:7][CH:8]=[CH:9][CH:10]=2)[N:5]=1)(O)=O.[CH2:18]([O:20][C:21]([N:23]1[CH2:28][CH2:27][N:26]([C:29]([CH:31](N)[CH2:32][CH2:33][C:34]([O:36][C:37]([CH3:40])([CH3:39])[CH3:38])=[O:35])=[O:30])[CH2:25][CH2:24]1)=[O:22])[CH3:19].CCN=C=NCCC[N:50]([CH3:52])C.C1C=CC2N([OH:62])N=NC=2C=1. Product: [CH2:18]([O:20][C:21]([N:23]1[CH2:28][CH2:27][N:26]([C:29]([CH:31]([C:4]2[C:13]([C:52]([NH2:50])=[O:62])=[C:12]([C:14]([O:16][CH3:17])=[O:15])[C:11]3[C:6](=[CH:7][CH:8]=[CH:9][CH:10]=3)[N:5]=2)[CH2:32][CH2:33][C:34]([O:36][C:37]([CH3:40])([CH3:39])[CH3:38])=[O:35])=[O:30])[CH2:25][CH2:24]1)=[O:22])[CH3:19]. The catalyst class is: 56. (4) Reactant: O[CH2:2][CH2:3][CH2:4][CH2:5]/[C:6](/[C:17]([O:19][CH3:20])=[O:18])=[C:7](/[C:13]([O:15][CH3:16])=[O:14])\[CH2:8][C:9]([O:11][CH3:12])=[O:10].[S:21](Cl)([C:24]1[CH:30]=[CH:29][C:27]([CH3:28])=[CH:26][CH:25]=1)(=[O:23])=[O:22].O. Product: [CH3:16][O:15][C:13](/[C:7](=[C:6](\[C:17]([O:19][CH3:20])=[O:18])/[CH2:5][CH2:4][CH2:3][CH2:2][S:21]([C:24]1[CH:30]=[CH:29][C:27]([CH3:28])=[CH:26][CH:25]=1)(=[O:23])=[O:22])/[CH2:8][C:9]([O:11][CH3:12])=[O:10])=[O:14]. The catalyst class is: 17. (5) Reactant: [CH2:1]([O:8][C:9]1[CH:10]=[C:11]([CH:14]=[CH:15][CH:16]=1)[CH2:12]O)[C:2]1[CH:7]=[CH:6][CH:5]=[CH:4][CH:3]=1.C(Br)(Br)(Br)[Br:18].C1(P(C2C=CC=CC=2)C2C=CC=CC=2)C=CC=CC=1. Product: [Br:18][CH2:12][C:11]1[CH:10]=[C:9]([CH:16]=[CH:15][CH:14]=1)[O:8][CH2:1][C:2]1[CH:7]=[CH:6][CH:5]=[CH:4][CH:3]=1. The catalyst class is: 2.